The task is: Regression. Given a peptide amino acid sequence and an MHC pseudo amino acid sequence, predict their binding affinity value. This is MHC class II binding data.. This data is from Peptide-MHC class II binding affinity with 134,281 pairs from IEDB. (1) The MHC is HLA-DQA10501-DQB10302 with pseudo-sequence HLA-DQA10501-DQB10302. The peptide sequence is GTVVMQVKVSKGAPC. The binding affinity (normalized) is 0.327. (2) The peptide sequence is DRPFQLFEFYAREPDV. The MHC is DRB1_1501 with pseudo-sequence DRB1_1501. The binding affinity (normalized) is 0.469. (3) The binding affinity (normalized) is 0.269. The peptide sequence is GGSVIRISSANPEDL. The MHC is DRB1_1201 with pseudo-sequence DRB1_1201. (4) The peptide sequence is EYDFNKLLVSAVSQI. The MHC is DRB4_0101 with pseudo-sequence DRB4_0103. The binding affinity (normalized) is 0.362. (5) The MHC is DRB1_1201 with pseudo-sequence DRB1_1201. The binding affinity (normalized) is 0.236. The peptide sequence is KMIGGIGGFVKVRQYDQILI.